The task is: Predict the reactants needed to synthesize the given product.. This data is from Full USPTO retrosynthesis dataset with 1.9M reactions from patents (1976-2016). Given the product [F:1][C:2]1[CH:7]=[CH:6][C:5]([NH:8][C:9](=[O:18])[C:10]2[CH:15]=[CH:14][C:13]([CH3:16])=[C:12]([B:23]3[O:27][C:26]([CH3:29])([CH3:28])[C:25]([CH3:31])([CH3:30])[O:24]3)[CH:11]=2)=[CH:4][C:3]=1[C:19]([F:22])([F:21])[F:20], predict the reactants needed to synthesize it. The reactants are: [F:1][C:2]1[CH:7]=[CH:6][C:5]([NH:8][C:9](=[O:18])[C:10]2[CH:15]=[CH:14][C:13]([CH3:16])=[C:12](I)[CH:11]=2)=[CH:4][C:3]=1[C:19]([F:22])([F:21])[F:20].[B:23]1([B:23]2[O:27][C:26]([CH3:29])([CH3:28])[C:25]([CH3:31])([CH3:30])[O:24]2)[O:27][C:26]([CH3:29])([CH3:28])[C:25]([CH3:31])([CH3:30])[O:24]1.CC([O-])=O.[K+].